Dataset: Reaction yield outcomes from USPTO patents with 853,638 reactions. Task: Predict the reaction yield, written as a fraction of the theoretical maximum amount of product (1.0 means a 100% yield; for example, 0.34 means a 34% yield). (1) The product is [CH:1]1([CH2:4][CH2:5][N:6]2[C:11]([OH:12])=[C:10]([C:34]([NH:33][CH2:36][C:37]([OH:39])=[O:38])=[O:35])[C:9](=[O:13])[N:8]([C:14]3[CH:19]=[CH:18][CH:17]=[C:16]([N+:20]([O-:22])=[O:21])[CH:15]=3)[C:7]2=[O:23])[CH2:3][CH2:2]1. The catalyst is ClCCl. The yield is 0.370. The reactants are [CH:1]1([CH2:4][CH2:5][N:6]2[C:11](=[O:12])[CH2:10][C:9](=[O:13])[N:8]([C:14]3[CH:19]=[CH:18][CH:17]=[C:16]([N+:20]([O-:22])=[O:21])[CH:15]=3)[C:7]2=[O:23])[CH2:3][CH2:2]1.C(N(C(C)C)CC)(C)C.[N:33]([CH2:36][C:37]([O:39]CC)=[O:38])=[C:34]=[O:35]. (2) The yield is 0.850. No catalyst specified. The reactants are C(OC([N:8]1[CH2:13][C@@H:12]2[CH2:14][C@H:9]1[CH2:10][N:11]2[CH:15]1[CH2:17][CH2:16]1)=O)(C)(C)C.[ClH:18].O1CCOCC1. The product is [ClH:18].[ClH:18].[CH:15]1([N:11]2[CH2:10][C@@H:9]3[CH2:14][C@H:12]2[CH2:13][NH:8]3)[CH2:17][CH2:16]1. (3) The reactants are Br[C:2]1[CH:3]=[C:4]([C:7]([O:9][CH3:10])=[O:8])[S:5][CH:6]=1.C(=O)([O-])[O-].[K+].[K+].[CH3:17][N:18]1[C:22](B2OC(C)(C)C(C)(C)O2)=[CH:21][CH:20]=[N:19]1. The catalyst is O1CCOCC1.O.CC(C)([P](C(C)(C)C)([Pd][P](C(C)(C)C)(C(C)(C)C)C(C)(C)C)C(C)(C)C)C. The product is [CH3:17][N:18]1[C:22]([C:2]2[CH:3]=[C:4]([C:7]([O:9][CH3:10])=[O:8])[S:5][CH:6]=2)=[CH:21][CH:20]=[N:19]1. The yield is 0.990.